Dataset: Orexin1 receptor HTS with 218,158 compounds and 233 confirmed actives. Task: Binary Classification. Given a drug SMILES string, predict its activity (active/inactive) in a high-throughput screening assay against a specified biological target. (1) The molecule is Clc1c(OC(c2sc(nn2)N)C)cccc1. The result is 0 (inactive). (2) The compound is Clc1cc(c2oc(c(n2)CSCC(O)=O)C)ccc1. The result is 0 (inactive). (3) The compound is Fc1cc(C(=O)N2c3c(NC(=O)C2)cccc3)cc(F)c1. The result is 0 (inactive). (4) The drug is O=C1NC2C(N(C1CC(=O)Nc1ccccc1)C(=O)c1ccc([N+]([O-])=O)cc1)CCCC2. The result is 0 (inactive).